From a dataset of Full USPTO retrosynthesis dataset with 1.9M reactions from patents (1976-2016). Predict the reactants needed to synthesize the given product. (1) The reactants are: [OH:1][CH2:2][C:3]1[N:8]=[CH:7][C:6]([C:9]([O:11][CH3:12])=[O:10])=[CH:5][CH:4]=1.[C:26]1(P([C:26]2[CH:31]=[CH:30][CH:29]=[CH:28][CH:27]=2)[C:26]2[CH:31]=[CH:30][CH:29]=[CH:28][CH:27]=2)[CH:31]=[CH:30][CH:29]=[CH:28][CH:27]=1.C[CH:33]([O:35][C:36](/N=N/[C:36]([O:35][CH:33](C)C)=[O:37])=[O:37])C. Given the product [CH3:33][O:35][C:36]([C:26]1[CH:27]=[CH:28][CH:29]=[CH:30][C:31]=1[O:1][CH2:2][C:3]1[N:8]=[CH:7][C:6]([C:9]([O:11][CH3:12])=[O:10])=[CH:5][CH:4]=1)=[O:37], predict the reactants needed to synthesize it. (2) Given the product [ClH:19].[CH3:1][O:2][C:3]1[CH:8]=[C:7]([CH2:9][C:25]2[C:34]3[C:29](=[C:30]([OH:38])[C:31]([O:35][CH2:36][CH3:37])=[CH:32][CH:33]=3)[CH:28]=[N:27][CH:26]=2)[CH:6]=[C:5]([O:11][CH3:12])[C:4]=1[C:13]1[CH:18]=[CH:17][CH:16]=[CH:15][CH:14]=1, predict the reactants needed to synthesize it. The reactants are: [CH3:1][O:2][C:3]1[CH:8]=[C:7]([CH:9]=O)[CH:6]=[C:5]([O:11][CH3:12])[C:4]=1[C:13]1[CH:18]=[CH:17][CH:16]=[CH:15][CH:14]=1.[ClH:19].CO.C(O[CH:25](OCC)[CH2:26][NH:27][CH2:28][C:29]1[CH:34]=[CH:33][CH:32]=[C:31]([O:35][CH2:36][CH3:37])[C:30]=1[OH:38])C. (3) Given the product [F:29][CH2:28][CH2:27][CH2:26][O:1][C:2]1[CH:3]=[CH:4][C:5]([C:8]2[CH:13]=[CH:12][C:11]([CH:14]=[O:15])=[CH:10][CH:9]=2)=[CH:6][CH:7]=1, predict the reactants needed to synthesize it. The reactants are: [OH:1][C:2]1[CH:7]=[CH:6][C:5]([C:8]2[CH:13]=[CH:12][C:11]([CH:14]=[O:15])=[CH:10][CH:9]=2)=[CH:4][CH:3]=1.C1(C)C=CC(S(O[CH2:26][CH2:27][CH2:28][F:29])(=O)=O)=CC=1.C(=O)([O-])[O-].[Cs+].[Cs+]. (4) Given the product [NH:26]1[C:34]2[C:29](=[CH:30][CH:31]=[C:32]([NH:35][C:2]3[C:3]4[NH:16][N:15]=[CH:14][C:4]=4[N:5]=[C:6]([C:8]4[CH:9]=[CH:10][CH:11]=[CH:12][CH:13]=4)[N:7]=3)[CH:33]=2)[CH:28]=[N:27]1, predict the reactants needed to synthesize it. The reactants are: Cl[C:2]1[C:3]2[C:4](=[CH:14][N:15](CC3C=CC(OC)=CC=3)[N:16]=2)[N:5]=[C:6]([C:8]2[CH:13]=[CH:12][CH:11]=[CH:10][CH:9]=2)[N:7]=1.[NH:26]1[C:34]2[C:29](=[CH:30][CH:31]=[C:32]([NH2:35])[CH:33]=2)[CH:28]=[N:27]1.Cl. (5) Given the product [CH:13]1[C:14]2[C:9](=[CH:8][C:7]([C:4]3[O:3][C:2]([NH:17][C:18]4[CH:19]=[C:20]([NH:24][S:25]([CH3:28])(=[O:27])=[O:26])[CH:21]=[CH:22][CH:23]=4)=[N:6][CH:5]=3)=[CH:16][CH:15]=2)[CH:10]=[CH:11][N:12]=1, predict the reactants needed to synthesize it. The reactants are: Cl[C:2]1[O:3][C:4]([C:7]2[CH:8]=[C:9]3[C:14](=[CH:15][CH:16]=2)[CH:13]=[N:12][CH:11]=[CH:10]3)=[CH:5][N:6]=1.[NH2:17][C:18]1[CH:19]=[C:20]([NH:24][S:25]([CH3:28])(=[O:27])=[O:26])[CH:21]=[CH:22][CH:23]=1. (6) Given the product [CH3:21][O:20][C:3]1([O:2][CH3:1])[CH2:8][CH2:7][N:6]([C:9]2[CH:14]=[CH:13][C:12]([NH2:15])=[C:11]([O:18][CH3:19])[CH:10]=2)[CH2:5][CH2:4]1, predict the reactants needed to synthesize it. The reactants are: [CH3:1][O:2][C:3]1([O:20][CH3:21])[CH2:8][CH2:7][N:6]([C:9]2[CH:14]=[CH:13][C:12]([N+:15]([O-])=O)=[C:11]([O:18][CH3:19])[CH:10]=2)[CH2:5][CH2:4]1.O1CCCC1. (7) Given the product [Br-:20].[CH:1]([N+:3]1[CH:7]=[CH:6][N:5]([CH2:19][CH2:18][CH2:17][CH2:16][CH2:15][CH2:14][CH2:13][CH2:12][CH2:11][CH2:10][CH2:9][CH3:8])[CH:4]=1)=[CH2:2], predict the reactants needed to synthesize it. The reactants are: [CH:1]([N:3]1[CH:7]=[CH:6][N:5]=[CH:4]1)=[CH2:2].[CH2:8]([Br:20])[CH2:9][CH2:10][CH2:11][CH2:12][CH2:13][CH2:14][CH2:15][CH2:16][CH2:17][CH2:18][CH3:19].CO. (8) Given the product [CH3:18][O:17][C:13]1[CH:12]=[C:10]([NH:11][S:2]([Cl:1])(=[O:5])=[O:3])[CH:9]=[C:8]([O:7][CH3:6])[C:14]=1[O:15][CH3:16], predict the reactants needed to synthesize it. The reactants are: [Cl:1][S:2]([OH:5])(=O)=[O:3].[CH3:6][O:7][C:8]1[CH:9]=[C:10]([CH:12]=[C:13]([O:17][CH3:18])[C:14]=1[O:15][CH3:16])[NH2:11]. (9) Given the product [CH:36]1([NH:41][C:33]([C:30]2([C:28]([NH:27][C:3]3[CH:4]=[CH:5][C:6]([O:8][C:9]4[CH:14]=[CH:13][N:12]=[C:11]([NH:15][C:16]([N:18]([CH3:26])[CH:19]5[CH2:24][CH2:23][N:22]([CH3:25])[CH2:21][CH2:20]5)=[O:17])[CH:10]=4)=[CH:7][C:2]=3[F:1])=[O:29])[CH2:32][CH2:31]2)=[O:34])[CH2:40][CH2:39][CH2:38][CH2:37]1, predict the reactants needed to synthesize it. The reactants are: [F:1][C:2]1[CH:7]=[C:6]([O:8][C:9]2[CH:14]=[CH:13][N:12]=[C:11]([NH:15][C:16]([N:18]([CH3:26])[CH:19]3[CH2:24][CH2:23][N:22]([CH3:25])[CH2:21][CH2:20]3)=[O:17])[CH:10]=2)[CH:5]=[CH:4][C:3]=1[NH:27][C:28]([C:30]1([C:33](O)=[O:34])[CH2:32][CH2:31]1)=[O:29].[CH:36]1([NH2:41])[CH2:40][CH2:39][CH2:38][CH2:37]1.C(N(CC)CC)C.F[P-](F)(F)(F)(F)F.N1(O[P+](N(C)C)(N(C)C)N(C)C)C2C=CC=CC=2N=N1.